Dataset: Forward reaction prediction with 1.9M reactions from USPTO patents (1976-2016). Task: Predict the product of the given reaction. (1) Given the reactants [F:1][C:2]1[CH:7]=[CH:6][C:5](/[CH:8]=[CH:9]/[C:10]2[CH:15]=[CH:14][C:13]([S:16]([C:19]3[N:26]=[CH:25][CH:24]=[CH:23][C:20]=3[CH:21]=[O:22])(=[O:18])=[O:17])=[CH:12][CH:11]=2)=[CH:4][CH:3]=1.[CH3:27][Mg]Br, predict the reaction product. The product is: [F:1][C:2]1[CH:7]=[CH:6][C:5](/[CH:8]=[CH:9]/[C:10]2[CH:11]=[CH:12][C:13]([S:16]([C:19]3[C:20]([CH:21]([OH:22])[CH3:27])=[CH:23][CH:24]=[CH:25][N:26]=3)(=[O:17])=[O:18])=[CH:14][CH:15]=2)=[CH:4][CH:3]=1. (2) Given the reactants Br[C:2]1[CH:3]=[N:4][C:5]2[N:6]([CH:8]=[C:9]([CH2:11][O:12][C:13]3[CH:18]=[CH:17][CH:16]=[CH:15][N:14]=3)[N:10]=2)[CH:7]=1.[CH3:19][C:20]1[CH:25]=[CH:24][CH:23]=[CH:22][C:21]=1B(O)O, predict the reaction product. The product is: [CH3:19][C:20]1[CH:25]=[CH:24][CH:23]=[CH:22][C:21]=1[C:2]1[CH:3]=[N:4][C:5]2[N:6]([CH:8]=[C:9]([CH2:11][O:12][C:13]3[CH:18]=[CH:17][CH:16]=[CH:15][N:14]=3)[N:10]=2)[CH:7]=1. (3) Given the reactants [C:1]([O:5][C:6]([N:8]1[CH2:13][CH2:12][CH:11]([CH2:14][CH2:15][CH2:16][N:17]=[N+]=[N-])[CH2:10][CH2:9]1)=[O:7])([CH3:4])([CH3:3])[CH3:2].C1(P(C2C=CC=CC=2)C2C=CC=CC=2)C=CC=CC=1, predict the reaction product. The product is: [C:1]([O:5][C:6]([N:8]1[CH2:13][CH2:12][CH:11]([CH2:14][CH2:15][CH2:16][NH2:17])[CH2:10][CH2:9]1)=[O:7])([CH3:4])([CH3:3])[CH3:2]. (4) Given the reactants [CH:1]1[C:13]2[CH:12]([CH2:14][O:15][C:16]([NH:18][C:19]3[CH:37]=[CH:36][C:22]([C:23]([C:25]4[CH:26]=[CH:27][C:28]([NH2:35])=[C:29]([CH:34]=4)[C:30]([O:32][CH3:33])=[O:31])=[O:24])=[CH:21][CH:20]=3)=[O:17])[C:11]3[C:6](=[CH:7][CH:8]=[CH:9][CH:10]=3)[C:5]=2[CH:4]=[CH:3][CH:2]=1.[Cl:38][C:39]1[CH:47]=[C:46]([Cl:48])[CH:45]=[CH:44][C:40]=1[C:41](Cl)=[O:42], predict the reaction product. The product is: [CH:10]1[C:11]2[CH:12]([CH2:14][O:15][C:16]([NH:18][C:19]3[CH:20]=[CH:21][C:22]([C:23]([C:25]4[CH:26]=[CH:27][C:28]([NH:35][C:41](=[O:42])[C:40]5[CH:44]=[CH:45][C:46]([Cl:48])=[CH:47][C:39]=5[Cl:38])=[C:29]([CH:34]=4)[C:30]([O:32][CH3:33])=[O:31])=[O:24])=[CH:36][CH:37]=3)=[O:17])[C:13]3[C:5](=[CH:4][CH:3]=[CH:2][CH:1]=3)[C:6]=2[CH:7]=[CH:8][CH:9]=1. (5) Given the reactants [NH2:1][C:2]1[N:7]([CH3:8])[C:6](=[O:9])[CH:5]=[C:4]([CH2:10][CH2:11][C:12]2[CH:13]=[C:14]([C:18]3[CH:23]=[CH:22][C:21]([OH:24])=[CH:20][CH:19]=3)[CH:15]=[CH:16][CH:17]=2)[N:3]=1.C([O-])([O-])=O.[K+].[K+].Br[CH2:32][CH2:33][O:34][C:35](=[O:37])[CH3:36], predict the reaction product. The product is: [C:35]([O:34][CH2:33][CH2:32][O:24][C:21]1[CH:20]=[CH:19][C:18]([C:14]2[CH:15]=[CH:16][CH:17]=[C:12]([CH2:11][CH2:10][C:4]3[N:3]=[C:2]([NH2:1])[N:7]([CH3:8])[C:6](=[O:9])[CH:5]=3)[CH:13]=2)=[CH:23][CH:22]=1)(=[O:37])[CH3:36]. (6) Given the reactants [CH2:1]([N:4]1[CH2:15][CH:14]2[CH2:16][CH:6]([CH:7]([OH:19])[C:8]3[C:13]2=[CH:12][CH:11]=[CH:10][C:9]=3[CH2:17][OH:18])[CH2:5]1)[CH:2]=[CH2:3].ClCCl.O.C[N+]1([O-])CCOCC1, predict the reaction product. The product is: [CH2:1]([N:4]1[CH2:15][CH:14]2[CH2:16][CH:6]([C:7](=[O:19])[C:8]3[C:13]2=[CH:12][CH:11]=[CH:10][C:9]=3[CH:17]=[O:18])[CH2:5]1)[CH:2]=[CH2:3]. (7) Given the reactants Cl[C:2]1[N:7]=[C:6]([C:8]2[S:12][C:11]([N:13]3[CH2:18][CH2:17][O:16][CH2:15][CH2:14]3)=[N:10][C:9]=2[C:19]2[C:20]([F:32])=[C:21]([NH:25][S:26]([CH:29]3[CH2:31][CH2:30]3)(=[O:28])=[O:27])[CH:22]=[CH:23][CH:24]=2)[CH:5]=[CH:4][N:3]=1.[NH3:33].CO, predict the reaction product. The product is: [NH2:33][C:2]1[N:7]=[C:6]([C:8]2[S:12][C:11]([N:13]3[CH2:18][CH2:17][O:16][CH2:15][CH2:14]3)=[N:10][C:9]=2[C:19]2[C:20]([F:32])=[C:21]([NH:25][S:26]([CH:29]3[CH2:31][CH2:30]3)(=[O:28])=[O:27])[CH:22]=[CH:23][CH:24]=2)[CH:5]=[CH:4][N:3]=1. (8) Given the reactants [F:1][C:2]1[CH:3]=[C:4]([NH:8][C:9](=[O:17])[C:10]2[CH:15]=[CH:14][CH:13]=[CH:12][C:11]=2[NH2:16])[CH:5]=[CH:6][CH:7]=1.[N:18]1[CH:23]=[CH:22][C:21]([N:24]2[CH2:32][CH2:31][CH:27]([C:28]([Cl:30])=[O:29])[CH2:26][CH2:25]2)=[CH:20][CH:19]=1, predict the reaction product. The product is: [ClH:30].[N:18]1[CH:23]=[CH:22][C:21]([N:24]2[CH2:25][CH2:26][CH:27]([C:28]([NH:16][C:11]3[CH:12]=[CH:13][CH:14]=[CH:15][C:10]=3[C:9]([NH:8][C:4]3[CH:5]=[CH:6][CH:7]=[C:2]([F:1])[CH:3]=3)=[O:17])=[O:29])[CH2:31][CH2:32]2)=[CH:20][CH:19]=1. (9) Given the reactants [CH:1]1([C:6]2[NH:10][N:9]=[C:8]([C:11]([NH2:13])=[O:12])[C:7]=2[N+:14]([O-])=O)[CH2:5][CH2:4][CH2:3][CH2:2]1, predict the reaction product. The product is: [NH2:14][C:7]1[C:8]([C:11]([NH2:13])=[O:12])=[N:9][NH:10][C:6]=1[CH:1]1[CH2:5][CH2:4][CH2:3][CH2:2]1. (10) The product is: [N:16]1([CH2:2][C:3]2[C:12]3[C:7](=[CH:8][CH:9]=[CH:10][CH:11]=3)[N:6]=[C:5]([NH2:28])[CH:4]=2)[CH2:17][CH2:18][CH2:15][CH2:14]1. Given the reactants Br[CH2:2][C:3]1[C:12]2[C:7](=[CH:8][CH:9]=[CH:10][CH:11]=2)[N:6]=[C:5](Cl)[CH:4]=1.[CH2:14]([N:16](CC)[CH2:17][CH3:18])[CH3:15].C(=O)(O)[O-].[Na+].C(#[N:28])C, predict the reaction product.